This data is from Reaction yield outcomes from USPTO patents with 853,638 reactions. The task is: Predict the reaction yield, written as a fraction of the theoretical maximum amount of product (1.0 means a 100% yield; for example, 0.34 means a 34% yield). (1) The reactants are Br[C:2]1[C:17]([O:18][CH2:19][C@@H:20]([NH:25][C:26](=[O:32])[O:27][C:28]([CH3:31])([CH3:30])[CH3:29])[CH2:21][CH:22]([CH3:24])[CH3:23])=[CH:16][C:5]2[N:6]([CH3:15])[C:7](=[O:14])[C:8]3[C:13]([C:4]=2[CH:3]=1)=[CH:12][CH:11]=[N:10][CH:9]=3.[CH3:33]B1OB(C)OB(C)O1.C([O-])([O-])=O.[Cs+].[Cs+]. The catalyst is O1CCOCC1.O.C1C=CC(P(C2C=CC=CC=2)[C-]2C=CC=C2)=CC=1.C1C=CC(P(C2C=CC=CC=2)[C-]2C=CC=C2)=CC=1.Cl[Pd]Cl.[Fe+2]. The product is [CH3:15][N:6]1[C:5]2[CH:16]=[C:17]([O:18][CH2:19][C@@H:20]([NH:25][C:26](=[O:32])[O:27][C:28]([CH3:30])([CH3:29])[CH3:31])[CH2:21][CH:22]([CH3:24])[CH3:23])[C:2]([CH3:33])=[CH:3][C:4]=2[C:13]2[C:8](=[CH:9][N:10]=[CH:11][CH:12]=2)[C:7]1=[O:14]. The yield is 0.380. (2) The reactants are [CH:1]1([C:4]([C:6]2[CH:7]=[C:8]([CH:13]=[CH:14][C:15]=2[OH:16])[C:9]([O:11][CH3:12])=[O:10])=[O:5])[CH2:3][CH2:2]1.C1(N([S:24]([C:27]([F:30])([F:29])[F:28])(=[O:26])=[O:25])[S:24]([C:27]([F:30])([F:29])[F:28])(=[O:26])=[O:25])C=CC=CC=1. The catalyst is CN(C1C=CN=CC=1)C. The product is [CH:1]1([C:4]([C:6]2[CH:7]=[C:8]([CH:13]=[CH:14][C:15]=2[O:16][S:24]([C:27]([F:30])([F:29])[F:28])(=[O:26])=[O:25])[C:9]([O:11][CH3:12])=[O:10])=[O:5])[CH2:3][CH2:2]1. The yield is 0.970. (3) The reactants are [Br:1][C:2]1[CH:3]=[C:4]2[C:8](=[CH:9][CH:10]=1)[NH:7][C:6]([C:11]([OH:13])=O)=[CH:5]2.ClCCl.S(Cl)(Cl)=O.[OH-].[NH4+:22]. The catalyst is CN(C=O)C. The product is [Br:1][C:2]1[CH:3]=[C:4]2[C:8](=[CH:9][CH:10]=1)[NH:7][C:6]([C:11]([NH2:22])=[O:13])=[CH:5]2. The yield is 0.930. (4) The reactants are [C:1]([O:7]C)(=O)[CH2:2][C:3]([CH3:5])=[O:4].[NH2:9][C:10]1[CH:15]=[C:14]([CH3:16])[CH:13]=[CH:12][N:11]=1. No catalyst specified. The product is [CH3:16][C:14]1[CH:13]=[CH:12][N:11]=[C:10]([NH:9][C:1](=[O:7])[CH2:2][C:3](=[O:4])[CH3:5])[CH:15]=1. The yield is 0.650.